Dataset: Peptide-MHC class II binding affinity with 134,281 pairs from IEDB. Task: Regression. Given a peptide amino acid sequence and an MHC pseudo amino acid sequence, predict their binding affinity value. This is MHC class II binding data. The peptide sequence is TSVIIDGNCDGRGKS. The MHC is DRB1_1301 with pseudo-sequence DRB1_1301. The binding affinity (normalized) is 0.569.